From a dataset of Catalyst prediction with 721,799 reactions and 888 catalyst types from USPTO. Predict which catalyst facilitates the given reaction. (1) Reactant: CC(C)([O-])C.[K+].[CH:7]12[N:15]([CH2:16][C:17]#[N:18])[CH:11]([CH2:12][CH2:13][CH2:14]1)[CH2:10][O:9][CH2:8]2.C(OCC)=O.[C:24]([O:27][C:28](=O)C)(=[O:26])[CH3:25].C(O)(=O)C. Product: [C:24]([O:27]/[CH:28]=[C:16](\[C:17]#[N:18])/[N:15]1[CH:11]2[CH2:12][CH2:13][CH2:14][CH:7]1[CH2:8][O:9][CH2:10]2)(=[O:26])[CH3:25]. The catalyst class is: 7. (2) Reactant: [C:1]([O:4][C@@H:5]1[C@H:9]([O:10][C:11](=[O:13])[CH3:12])[C@@H:8]([CH3:14])[O:7][C@H:6]1[N:15]1[CH:22]=[C:21]([F:23])[C:19]([NH2:20])=[N:18][C:16]1=[O:17])(=[O:3])[CH3:2].Cl[C:25]([O:27][CH2:28][CH2:29][CH:30]([CH3:47])[CH2:31][CH2:32][CH2:33][CH:34]([CH3:46])[CH2:35][CH2:36][CH2:37][CH:38]([CH3:45])[CH2:39][CH2:40][CH2:41][CH:42]([CH3:44])[CH3:43])=[O:26].CO. Product: [C:1]([O:4][C@@H:5]1[C@H:9]([O:10][C:11](=[O:13])[CH3:12])[C@@H:8]([CH3:14])[O:7][C@H:6]1[N:15]1[CH:22]=[C:21]([F:23])[C:19]([NH:20][C:25]([O:27][CH2:28][CH2:29][CH:30]([CH3:47])[CH2:31][CH2:32][CH2:33][CH:34]([CH3:46])[CH2:35][CH2:36][CH2:37][CH:38]([CH3:45])[CH2:39][CH2:40][CH2:41][CH:42]([CH3:44])[CH3:43])=[O:26])=[N:18][C:16]1=[O:17])(=[O:3])[CH3:2]. The catalyst class is: 202. (3) Reactant: [CH3:1][C:2]1[CH:3]=[N:4][N:5]([C:7]2[CH:8]=[C:9]([CH:11]=[C:12]([C:14]([F:17])([F:16])[F:15])[CH:13]=2)[NH2:10])[CH:6]=1.[CH2:18]([O:20][C:21]1[CH:22]=[C:23]([C:37]2[CH:42]=[CH:41][C:40]([CH2:43][C:44](O)=[O:45])=[C:39]([F:47])[CH:38]=2)[CH:24]=[N:25][C:26]=1[O:27][CH2:28][C:29]1[CH:34]=[CH:33][C:32]([O:35][CH3:36])=[CH:31][CH:30]=1)[CH3:19].C(P1(=O)OP(CCC)(=O)OP(CCC)(=O)O1)CC.O. Product: [CH2:18]([O:20][C:21]1[CH:22]=[C:23]([C:37]2[CH:42]=[CH:41][C:40]([CH2:43][C:44]([NH:10][C:9]3[CH:11]=[C:12]([C:14]([F:17])([F:15])[F:16])[CH:13]=[C:7]([N:5]4[CH:6]=[C:2]([CH3:1])[CH:3]=[N:4]4)[CH:8]=3)=[O:45])=[C:39]([F:47])[CH:38]=2)[CH:24]=[N:25][C:26]=1[O:27][CH2:28][C:29]1[CH:30]=[CH:31][C:32]([O:35][CH3:36])=[CH:33][CH:34]=1)[CH3:19]. The catalyst class is: 17.